This data is from Reaction yield outcomes from USPTO patents with 853,638 reactions. The task is: Predict the reaction yield, written as a fraction of the theoretical maximum amount of product (1.0 means a 100% yield; for example, 0.34 means a 34% yield). (1) The reactants are [NH2:1][C:2]1[S:3][C:4]2[CH2:15][CH2:14][CH:13]([C:16]([O:18][CH2:19][CH3:20])=[O:17])[CH2:12][C:5]=2[C:6]=1[C:7](OCC)=[O:8].C(O)(=O)C.[CH:25](N)=[NH:26]. The catalyst is C(N)=O.CCOC(C)=O. The product is [OH:8][C:7]1[C:6]2[C:5]3[CH2:12][CH:13]([C:16]([O:18][CH2:19][CH3:20])=[O:17])[CH2:14][CH2:15][C:4]=3[S:3][C:2]=2[N:1]=[CH:25][N:26]=1. The yield is 0.550. (2) The reactants are [Br:1][CH2:2][C:3](=O)[C@@H:4]([NH:15]C(=O)OC(C)(C)C)[CH2:5][C:6]1[CH:11]=[CH:10][C:9]([N+:12]([O-:14])=[O:13])=[CH:8][CH:7]=1.[S:24]1[CH:28]=[CH:27][CH:26]=[C:25]1[C:29](=[S:31])[NH2:30].C(OCC)C. The catalyst is CC#N. The product is [BrH:1].[N+:12]([C:9]1[CH:8]=[CH:7][C:6]([CH2:5][C@@H:4]([C:3]2[N:30]=[C:29]([C:25]3[S:24][CH:28]=[CH:27][CH:26]=3)[S:31][CH:2]=2)[NH2:15])=[CH:11][CH:10]=1)([O-:14])=[O:13]. The yield is 0.870. (3) The reactants are F[C:2]1C(N)=NC(N)=NC=1.[OH:10][C:11]1[CH:19]=[CH:18][C:17]([N+:20]([O-:22])=[O:21])=[CH:16][C:12]=1[C:13]([OH:15])=[O:14].C(=O)([O-])[O-].[K+].[K+].IC. No catalyst specified. The product is [OH:10][C:11]1[CH:19]=[CH:18][C:17]([N+:20]([O-:22])=[O:21])=[CH:16][C:12]=1[C:13]([O:15][CH3:2])=[O:14]. The yield is 0.770. (4) The reactants are [NH:1]1[CH2:6][CH2:5][CH:4]([N:7]2[CH2:10][C:9]([CH2:33][C:34]#[N:35])([N:11]3[CH:15]=[C:14]([C:16]4[C:17]5[CH:24]=[CH:23][N:22](COCC[Si](C)(C)C)[C:18]=5[N:19]=[CH:20][N:21]=4)[CH:13]=[N:12]3)[CH2:8]2)[CH2:3][CH2:2]1.Cl[C:37]([O:39][CH2:40][CH2:41][CH3:42])=[O:38].C(Cl)Cl.C(O)(C(F)(F)F)=O.C(N)CN. The catalyst is CO. The product is [C:34]([CH2:33][C:9]1([N:11]2[CH:15]=[C:14]([C:16]3[C:17]4[CH:24]=[CH:23][NH:22][C:18]=4[N:19]=[CH:20][N:21]=3)[CH:13]=[N:12]2)[CH2:8][N:7]([CH:4]2[CH2:3][CH2:2][N:1]([C:37]([O:39][CH2:40][CH2:41][CH3:42])=[O:38])[CH2:6][CH2:5]2)[CH2:10]1)#[N:35]. The yield is 0.580. (5) The reactants are [Cl:1][C:2]1[CH:11]=[C:10]([F:12])[C:9]2[C:4](=[CH:5][CH:6]=[C:7]([O:13]C)[CH:8]=2)[N:3]=1.B(Br)(Br)Br. The catalyst is C(Cl)Cl. The product is [Cl:1][C:2]1[CH:11]=[C:10]([F:12])[C:9]2[C:4](=[CH:5][CH:6]=[C:7]([OH:13])[CH:8]=2)[N:3]=1. The yield is 0.690.